From a dataset of Full USPTO retrosynthesis dataset with 1.9M reactions from patents (1976-2016). Predict the reactants needed to synthesize the given product. (1) Given the product [Br:1][C:2]1[C:10]2[C:9]([N:25]3[CH2:26][CH2:27][CH2:28][C@H:23]([CH3:22])[CH2:24]3)=[N:8][CH:7]=[N:6][C:5]=2[N:4]([S:12]([C:15]2[CH:20]=[CH:19][C:18]([CH3:21])=[CH:17][CH:16]=2)(=[O:14])=[O:13])[CH:3]=1, predict the reactants needed to synthesize it. The reactants are: [Br:1][C:2]1[C:10]2[C:9](Cl)=[N:8][CH:7]=[N:6][C:5]=2[N:4]([S:12]([C:15]2[CH:20]=[CH:19][C:18]([CH3:21])=[CH:17][CH:16]=2)(=[O:14])=[O:13])[CH:3]=1.[CH3:22][C@H:23]1[CH2:28][CH2:27][CH2:26][NH:25][CH2:24]1.C[C@@H]1OCCN(C2C3C(C4C=C(C=CC=4)C#N)=CNC=3N=CN=2)C1. (2) Given the product [F:19][C:16]([F:18])([F:17])[C:13]1[N:11]2[CH:12]=[C:7]([N:1]3[CH2:2][CH2:3][N:4]([CH2:20][C:22]4[CH:23]=[C:24]([CH:27]=[CH:28][CH:29]=4)[C:25]#[N:26])[CH2:5][CH2:6]3)[CH:8]=[CH:9][C:10]2=[N:15][N:14]=1, predict the reactants needed to synthesize it. The reactants are: [N:1]1([C:7]2[CH:8]=[CH:9][C:10]3[N:11]([C:13]([C:16]([F:19])([F:18])[F:17])=[N:14][N:15]=3)[CH:12]=2)[CH2:6][CH2:5][NH:4][CH2:3][CH2:2]1.[CH:20]([C:22]1[CH:23]=[C:24]([CH:27]=[CH:28][CH:29]=1)[C:25]#[N:26])=O. (3) Given the product [O:1]1[CH2:6][CH2:5][N:4]([CH2:7][CH2:8][CH2:9][C:10]2[C:18]3[C:13](=[CH:14][CH:15]=[C:16]([NH:19][C:26]([C:22]4[S:21][CH:25]=[CH:24][CH:23]=4)=[NH:27])[CH:17]=3)[NH:12][CH:11]=2)[CH2:3][CH2:2]1, predict the reactants needed to synthesize it. The reactants are: [O:1]1[CH2:6][CH2:5][N:4]([CH2:7][CH2:8][CH2:9][C:10]2[C:18]3[C:13](=[CH:14][CH:15]=[C:16]([NH2:19])[CH:17]=3)[NH:12][CH:11]=2)[CH2:3][CH2:2]1.I.[S:21]1[CH:25]=[CH:24][CH:23]=[C:22]1[C:26](SC)=[NH:27].N. (4) Given the product [CH:24]1[C:25]2[C:30](=[CH:29][CH:28]=[CH:27][CH:26]=2)[CH:31]=[CH:32][C:23]=1[CH2:22][O:21][CH:9]1[CH:8]([C:5]2[CH:6]=[CH:7][C:2]([O:1][CH2:39][C:40]3[O:44][N:43]=[C:42]([C:45]4[CH:46]=[CH:47][CH:48]=[CH:49][CH:50]=4)[CH:41]=3)=[CH:3][CH:4]=2)[CH2:13][CH2:12][N:11]([C:14]([O:16][C:17]([CH3:18])([CH3:19])[CH3:20])=[O:15])[CH2:10]1, predict the reactants needed to synthesize it. The reactants are: [OH:1][C:2]1[CH:7]=[CH:6][C:5]([CH:8]2[CH2:13][CH2:12][N:11]([C:14]([O:16][C:17]([CH3:20])([CH3:19])[CH3:18])=[O:15])[CH2:10][CH:9]2[O:21][CH2:22][C:23]2[CH:32]=[CH:31][C:30]3[C:25](=[CH:26][CH:27]=[CH:28][CH:29]=3)[CH:24]=2)=[CH:4][CH:3]=1.S(O)(=O)(=O)C.O[CH2:39][CH:40]1[O:44][N:43]=[C:42]([C:45]2[CH:50]=[CH:49][CH:48]=[CH:47][CH:46]=2)[CH2:41]1. (5) Given the product [NH2:7][C:8]([CH2:16][CH2:17][C:18]1[CH:23]=[CH:22][C:21]([C:24]2[CH:29]=[CH:28][C:27]([OH:30])=[C:26]([C:31]34[CH2:32][CH:33]5[CH2:39][CH:37]([CH2:36][CH:35]([CH2:34]5)[CH2:40]3)[CH2:38]4)[CH:25]=2)=[CH:20][CH:19]=1)([CH2:13][OH:12])[CH2:9][OH:10], predict the reactants needed to synthesize it. The reactants are: C(OC(=O)[NH:7][C:8]1([C:16]#[C:17][C:18]2[CH:23]=[CH:22][C:21]([C:24]3[CH:29]=[CH:28][C:27]([OH:30])=[C:26]([C:31]45[CH2:40][CH:35]6[CH2:36][CH:37]([CH2:39][CH:33]([CH2:34]6)[CH2:32]4)[CH2:38]5)[CH:25]=3)=[CH:20][CH:19]=2)[CH2:13][O:12]C(C)(C)[O:10][CH2:9]1)(C)(C)C.C12(C3C=C(C#CC4(NC(=O)OC(C)(C)C)COC(C)(C)OC4)C=CC=3OCCCCCCCC)CC3CC(CC(C3)C1)C2. (6) Given the product [C:1]([CH2:26][C@H:13]1[C@H:12]([C:7]2[CH:8]=[CH:9][C:10]([Cl:11])=[C:5]([Cl:4])[CH:6]=2)[O:18][CH2:17][CH2:16][N:15]([C:19]([O:21][C:22]([CH3:25])([CH3:23])[CH3:24])=[O:20])[CH2:14]1)#[N:2], predict the reactants needed to synthesize it. The reactants are: [C-:1]#[N:2].[K+].[Cl:4][C:5]1[CH:6]=[C:7]([C@@H:12]2[O:18][CH2:17][CH2:16][N:15]([C:19]([O:21][C:22]([CH3:25])([CH3:24])[CH3:23])=[O:20])[CH2:14][C@H:13]2[CH2:26]OS(C)(=O)=O)[CH:8]=[CH:9][C:10]=1[Cl:11].C(=O)([O-])O.[Na+].